This data is from Full USPTO retrosynthesis dataset with 1.9M reactions from patents (1976-2016). The task is: Predict the reactants needed to synthesize the given product. (1) Given the product [C:1]1([CH2:7][C:8]2[CH:15]=[CH:14][CH:13]=[C:10]([C:11]([OH:17])=[O:12])[C:9]=2[OH:16])[CH:2]=[CH:3][CH:4]=[CH:5][CH:6]=1, predict the reactants needed to synthesize it. The reactants are: [C:1]1([CH2:7][C:8]2[CH:15]=[CH:14][CH:13]=[C:10]([CH:11]=[O:12])[C:9]=2[OH:16])[CH:6]=[CH:5][CH:4]=[CH:3][CH:2]=1.[OH-:17].[K+]. (2) Given the product [CH2:28]([O:12][C:13]1[C:25]2[C:24]3[C:19](=[CH:20][CH:21]=[CH:22][CH:23]=3)[NH:18][C:17]=2[CH:16]=[CH:15][CH:14]=1)[CH:27]=[CH2:26], predict the reactants needed to synthesize it. The reactants are: C(=O)([O-])[O-].[K+].[K+].CN(C)C=O.[OH:12][C:13]1[C:25]2[C:24]3[C:19](=[CH:20][CH:21]=[CH:22][CH:23]=3)[NH:18][C:17]=2[CH:16]=[CH:15][CH:14]=1.[CH2:26](Br)[CH:27]=[CH2:28].